From a dataset of Reaction yield outcomes from USPTO patents with 853,638 reactions. Predict the reaction yield, written as a fraction of the theoretical maximum amount of product (1.0 means a 100% yield; for example, 0.34 means a 34% yield). The reactants are [NH:1]1[C:5]2=[N:6][CH:7]=[CH:8][CH:9]=[C:4]2[C:3]([C:10]([O:12][CH3:13])=[O:11])=[N:2]1.[H-].[Na+].[CH3:16][Si:17]([CH3:24])([CH3:23])[CH2:18][CH2:19][O:20][CH2:21]Cl. The catalyst is CN(C)C=O. The product is [CH3:16][Si:17]([CH3:24])([CH3:23])[CH2:18][CH2:19][O:20][CH2:21][N:1]1[C:5]2=[N:6][CH:7]=[CH:8][CH:9]=[C:4]2[C:3]([C:10]([O:12][CH3:13])=[O:11])=[N:2]1. The yield is 0.570.